Dataset: Full USPTO retrosynthesis dataset with 1.9M reactions from patents (1976-2016). Task: Predict the reactants needed to synthesize the given product. (1) Given the product [C:5]([NH:11][C:8]1[CH:9]=[CH:10][C:2]([NH:1][C:12](=[O:13])[CH3:3])=[C:3]2[C:12]([O:13][C:5](=[O:7])[C:4]=12)=[O:14])(=[O:7])[CH3:4], predict the reactants needed to synthesize it. The reactants are: [NH2:1][C:2]1[CH:10]=[CH:9][C:8]([NH2:11])=[C:4]([C:5]([OH:7])=O)[C:3]=1[C:12]([OH:14])=[O:13]. (2) Given the product [O-:34][N+:23]1[C:24]2[CH:30]=[C:29]3[CH2:31][CH2:32][O:33][C:28]3=[CH:27][C:25]=2[N+:26]([O-:4])=[C:21]([NH:20][CH2:19][CH2:18][N:17]([CH3:35])[CH3:16])[N:22]=1, predict the reactants needed to synthesize it. The reactants are: OO.C(OC(C(F)(F)F)=O)(C(F)(F)F)=[O:4].[CH3:16][N:17]([CH3:35])[CH2:18][CH2:19][NH:20][C:21]1[N:22]=[N+:23]([O-:34])[C:24]2[CH:30]=[C:29]3[CH2:31][CH2:32][O:33][C:28]3=[CH:27][C:25]=2[N:26]=1.C(O)(C(F)(F)F)=O.N. (3) The reactants are: Cl.[F:2][C:3]1[CH:8]=[CH:7][C:6]([C:9]2[CH2:13][C:12]([C:18]3[CH:23]=[C:22]([Cl:24])[C:21]([Cl:25])=[C:20]([Cl:26])[CH:19]=3)([C:14]([F:17])([F:16])[F:15])[O:11][N:10]=2)=[CH:5][C:4]=1[CH2:27][NH2:28].[C:29](Cl)(=[O:32])[CH2:30][CH3:31]. Given the product [F:2][C:3]1[CH:8]=[CH:7][C:6]([C:9]2[CH2:13][C:12]([C:18]3[CH:23]=[C:22]([Cl:24])[C:21]([Cl:25])=[C:20]([Cl:26])[CH:19]=3)([C:14]([F:17])([F:15])[F:16])[O:11][N:10]=2)=[CH:5][C:4]=1[CH2:27][NH:28][C:29](=[O:32])[CH2:30][CH3:31], predict the reactants needed to synthesize it. (4) Given the product [F:3][C:4]1[CH:14]=[C:13]([NH:2][CH3:1])[C:12]([N+:16]([O-:18])=[O:17])=[CH:11][C:5]=1[C:6]([O:8][CH2:9][CH3:10])=[O:7], predict the reactants needed to synthesize it. The reactants are: [CH3:1][NH2:2].[F:3][C:4]1[CH:14]=[C:13](F)[C:12]([N+:16]([O-:18])=[O:17])=[CH:11][C:5]=1[C:6]([O:8][CH2:9][CH3:10])=[O:7].O. (5) Given the product [CH3:1][N:2]([CH3:25])[C:3]([C:5]1[CH:14]=[C:13]2[C:8]([CH:9]=[C:10]([NH:16][C:17]3[CH:21]=[C:20]([CH3:22])[NH:19][N:18]=3)[N:11]=[C:12]2[Cl:28])=[CH:7][C:6]=1[O:23][CH3:24])=[O:4], predict the reactants needed to synthesize it. The reactants are: [CH3:1][N:2]([CH3:25])[C:3]([C:5]1[CH:14]=[C:13]2[C:8]([CH:9]=[C:10]([NH:16][C:17]3[CH:21]=[C:20]([CH3:22])[NH:19][N:18]=3)[N:11]=[C:12]2O)=[CH:7][C:6]=1[O:23][CH3:24])=[O:4].O=P(Cl)(Cl)[Cl:28].